From a dataset of Reaction yield outcomes from USPTO patents with 853,638 reactions. Predict the reaction yield, written as a fraction of the theoretical maximum amount of product (1.0 means a 100% yield; for example, 0.34 means a 34% yield). The reactants are [CH3:1]CN(C(C)C)C(C)C.I[C:11]1[CH:19]=[CH:18][C:14]([C:15]([OH:17])=[O:16])=[CH:13][CH:12]=1.C1C=NC2N(O)N=NC=2C=1.[CH2:30]([Cl:33])[CH2:31]Cl.O[C@@H]1CC[N:37]([C:40]([C:42]2[CH:47]=[CH:46][C:45](OC(F)(F)F)=[CH:44][CH:43]=2)=O)[C@H]1C(NOCC1C=CC=CC=1)=O. The yield is 0.930. The catalyst is CN(C=O)C.CCOC(C)=O.CCCCCC. The product is [CH3:1][O:17][C:15](=[O:16])[C:14]1[CH:18]=[CH:19][C:11]([C:46]#[C:45][C:44]#[C:43][C:42]2[CH:40]=[N:37][C:30]([Cl:33])=[CH:31][CH:47]=2)=[CH:12][CH:13]=1.